Dataset: HIV replication inhibition screening data with 41,000+ compounds from the AIDS Antiviral Screen. Task: Binary Classification. Given a drug SMILES string, predict its activity (active/inactive) in a high-throughput screening assay against a specified biological target. (1) The molecule is COc1ccc(C2SCC(=O)N2NC(=O)c2ccc(NC(C)=O)cc2)c(OC)c1. The result is 0 (inactive). (2) The molecule is CCCNC(=O)N1C(=O)c2ccccc2S1(=O)=O. The result is 0 (inactive). (3) The drug is NC(=O)NCCSC1(SCCNC(N)=O)CCCCC1. The result is 0 (inactive). (4) The drug is Cc1cn(C2CC(N=[N+]=[N-])C(COP(=O)(OCC(=O)C(C)(C)C)OCC(=O)C(C)(C)C)O2)c(=O)[nH]c1=O. The result is 1 (active).